Dataset: Full USPTO retrosynthesis dataset with 1.9M reactions from patents (1976-2016). Task: Predict the reactants needed to synthesize the given product. (1) Given the product [F:1][CH2:2][CH2:3][NH:4][C:5]1[N:6]=[CH:7][C:8]([C:11]2[O:12][C:13]3[CH:19]=[C:18]([OH:20])[CH:17]=[CH:16][C:14]=3[N:15]=2)=[CH:9][CH:10]=1, predict the reactants needed to synthesize it. The reactants are: [F:1][CH2:2][CH2:3][NH:4][C:5]1[CH:10]=[CH:9][C:8]([C:11]2[O:12][C:13]3[CH:19]=[C:18]([O:20]C)[CH:17]=[CH:16][C:14]=3[N:15]=2)=[CH:7][N:6]=1.Br. (2) Given the product [CH3:8][CH:9]1[CH2:14][NH:13][CH:12]([CH2:15][CH2:16][OH:17])[CH2:11][CH2:10]1, predict the reactants needed to synthesize it. The reactants are: [H-].[Al+3].[Li+].[H-].[H-].[H-].Cl.[CH3:8][CH:9]1[CH2:14][NH:13][CH:12]([CH2:15][C:16](OCC)=[O:17])[CH2:11][CH2:10]1.O.[OH-].[Na+]. (3) Given the product [C:1]([C:3]1[CH:8]=[CH:7][C:6]([CH2:9][S:10]([Cl:16])(=[O:13])=[O:11])=[CH:5][CH:4]=1)#[N:2], predict the reactants needed to synthesize it. The reactants are: [C:1]([C:3]1[CH:8]=[CH:7][C:6]([CH2:9][S:10]([O-:13])(=O)=[O:11])=[CH:5][CH:4]=1)#[N:2].[Na+].C(Cl)[Cl:16].P(Cl)(Cl)(Cl)(Cl)Cl. (4) The reactants are: [NH2:1][C:2]1[CH:7]=[CH:6][C:5]([C:8]([C:10]2[N:18]3[C:13]([CH:14]=[CH:15][CH:16]=[CH:17]3)=[C:12]([O:19][CH3:20])[C:11]=2[CH3:21])=[O:9])=[CH:4][C:3]=1[O:22][CH3:23].[CH3:24][S:25](Cl)(=[O:27])=[O:26]. Given the product [CH3:23][O:22][C:3]1[CH:4]=[C:5]([C:8]([C:10]2[N:18]3[C:13]([CH:14]=[CH:15][CH:16]=[CH:17]3)=[C:12]([O:19][CH3:20])[C:11]=2[CH3:21])=[O:9])[CH:6]=[CH:7][C:2]=1[NH:1][S:25]([CH3:24])(=[O:27])=[O:26], predict the reactants needed to synthesize it.